From a dataset of Full USPTO retrosynthesis dataset with 1.9M reactions from patents (1976-2016). Predict the reactants needed to synthesize the given product. Given the product [OH:7][C:6]1[CH:5]=[C:4]([C:10]([O:12][CH3:13])=[O:11])[NH:3][N:2]=1, predict the reactants needed to synthesize it. The reactants are: O.[NH2:2][NH2:3].[C:4]([C:10]([O:12][CH3:13])=[O:11])#[C:5][C:6](OC)=[O:7].